From a dataset of Full USPTO retrosynthesis dataset with 1.9M reactions from patents (1976-2016). Predict the reactants needed to synthesize the given product. Given the product [C:1]([O:5][C:6]([N:8]1[CH2:13][CH2:12][CH2:11][CH2:10][CH:9]1[CH2:14][C:15]1[O:17][C:25]([C:22]2[CH:23]=[CH:24][C:19]([F:18])=[CH:20][CH:21]=2)=[N:26][N:27]=1)=[O:7])([CH3:2])([CH3:3])[CH3:4], predict the reactants needed to synthesize it. The reactants are: [C:1]([O:5][C:6]([N:8]1[CH2:13][CH2:12][CH2:11][CH2:10][CH:9]1[CH2:14][C:15]([OH:17])=O)=[O:7])([CH3:4])([CH3:3])[CH3:2].[F:18][C:19]1[CH:24]=[CH:23][C:22]([C:25]2NN=[N:27][N:26]=2)=[CH:21][CH:20]=1.C1(N=C=NC2CCCCC2)CCCCC1.